Predict the reaction yield, written as a fraction of the theoretical maximum amount of product (1.0 means a 100% yield; for example, 0.34 means a 34% yield). From a dataset of Reaction yield outcomes from USPTO patents with 853,638 reactions. (1) The reactants are O1C2C=CC(C([C:13]([CH:15](Br)[C:16]3[CH:25]=[CH:24][C:19]4[O:20][CH2:21][CH2:22][O:23][C:18]=4[CH:17]=3)=O)Br)=CC=2OCC1.[NH2:27][C:28]([N:30]1[CH2:39][CH2:38][C:37]2[C:32](=[CH:33][CH:34]=[C:35]([C:40]([O:42]C)=O)[CH:36]=2)[CH2:31]1)=[S:29].Cl.[NH2:45][OH:46].[OH-].[K+]. The catalyst is O1CCOCC1.CO. The product is [O:20]1[C:19]2[CH:24]=[CH:25][C:16]([C:15]3[N:27]=[C:28]([N:30]4[CH2:39][CH2:38][C:37]5[C:32](=[CH:33][CH:34]=[C:35]([C:40]([NH:45][OH:46])=[O:42])[CH:36]=5)[CH2:31]4)[S:29][CH:13]=3)=[CH:17][C:18]=2[O:23][CH2:22][CH2:21]1. The yield is 0.350. (2) The catalyst is OS(O)(=O)=O. The product is [NH:1]1[C:5]2=[N:6][CH:7]=[CH:8][CH:9]=[C:4]2[C:3]([C:10]([O:12][CH3:13])=[O:11])=[N:2]1. The reactants are [NH:1]1[C:5]2=[N:6][CH:7]=[CH:8][CH:9]=[C:4]2[C:3]([C:10]([OH:12])=[O:11])=[N:2]1.[CH3:13]O. The yield is 0.900. (3) The reactants are [CH:1]([C:4]1[CH:5]=[C:6]([C:12]([OH:14])=O)[S:7][C:8]=1[CH:9]([CH3:11])[CH3:10])([CH3:3])[CH3:2].[CH3:15][O:16][C:17]1[CH:26]=[C:25]([NH2:27])[CH:24]=[CH:23][C:18]=1[C:19]([O:21][CH3:22])=[O:20]. No catalyst specified. The product is [CH3:15][O:16][C:17]1[CH:26]=[C:25]([NH:27][C:12]([C:6]2[S:7][C:8]([CH:9]([CH3:10])[CH3:11])=[C:4]([CH:1]([CH3:2])[CH3:3])[CH:5]=2)=[O:14])[CH:24]=[CH:23][C:18]=1[C:19]([O:21][CH3:22])=[O:20]. The yield is 0.320. (4) The reactants are [F:1][C:2]([F:22])([F:21])[C:3]1[CH:4]=[C:5]([C:9]2[CH:20]=[CH:19][C:12]3[N:13]4[CH2:18][C@@H:16]([NH:17][C:11]=3[CH:10]=2)[CH2:15][CH2:14]4)[CH:6]=[CH:7][CH:8]=1.[N:23]1[CH:28]=[CH:27][CH:26]=[CH:25][C:24]=1[NH:29][C:30](=O)[O:31]C1C=CC=CC=1. The catalyst is CN(C1C=CN=CC=1)C.CC#N. The product is [N:23]1[CH:28]=[CH:27][CH:26]=[CH:25][C:24]=1[NH:29][C:30]([N:17]1[C@@H:16]2[CH2:18][N:13]([CH2:14][CH2:15]2)[C:12]2[CH:19]=[CH:20][C:9]([C:5]3[CH:6]=[CH:7][CH:8]=[C:3]([C:2]([F:1])([F:21])[F:22])[CH:4]=3)=[CH:10][C:11]1=2)=[O:31]. The yield is 0.350. (5) The reactants are [CH2:1]([S:8][C:9]1[N:14]=[C:13](Cl)[N:12]2[N:16]=[CH:17][C:18]([CH2:19][CH2:20][CH2:21][CH2:22][C:23]#[N:24])=[C:11]2[N:10]=1)[C:2]1[CH:7]=[CH:6][CH:5]=[CH:4][CH:3]=1.[CH:25]1([NH2:28])[CH2:27][CH2:26]1. The catalyst is C(O)C.CCOC(C)=O. The product is [CH2:1]([S:8][C:9]1[N:14]=[C:13]([NH:28][CH:25]2[CH2:27][CH2:26]2)[N:12]2[N:16]=[CH:17][C:18]([CH2:19][CH2:20][CH2:21][CH2:22][C:23]#[N:24])=[C:11]2[N:10]=1)[C:2]1[CH:7]=[CH:6][CH:5]=[CH:4][CH:3]=1. The yield is 0.650.